Dataset: Full USPTO retrosynthesis dataset with 1.9M reactions from patents (1976-2016). Task: Predict the reactants needed to synthesize the given product. (1) Given the product [CH2:1]([N:4]1[C@@H:13]2[C@H:8]([C:9]3[CH:17]=[CH:16][C:15]([NH2:18])=[CH:14][C:10]=3[CH2:11][CH2:12]2)[CH2:7][CH2:6][CH2:5]1)[CH:2]=[CH2:3], predict the reactants needed to synthesize it. The reactants are: [CH2:1]([N:4]1[C@@H:13]2[C@H:8]([C:9]3[CH:17]=[CH:16][C:15]([N+:18]([O-])=O)=[CH:14][C:10]=3[CH2:11][CH2:12]2)[CH2:7][CH2:6][CH2:5]1)[CH:2]=[CH2:3].[Sn](Cl)(Cl)(Cl)Cl. (2) Given the product [CH3:22][O:21][C:18]1[CH:19]=[CH:20][C:15]([C:14]2[N:4]3[N:3]=[C:2]([NH:29][C:26]4[CH:27]=[CH:28][C:23]([NH2:30])=[CH:24][CH:25]=4)[C:11]4[C:6]([C:5]3=[N:12][N:13]=2)=[CH:7][CH:8]=[CH:9][CH:10]=4)=[CH:16][CH:17]=1, predict the reactants needed to synthesize it. The reactants are: Cl[C:2]1[C:11]2[C:6](=[CH:7][CH:8]=[CH:9][CH:10]=2)[C:5]2=[N:12][N:13]=[C:14]([C:15]3[CH:20]=[CH:19][C:18]([O:21][CH3:22])=[CH:17][CH:16]=3)[N:4]2[N:3]=1.[C:23]1([NH2:30])[CH:28]=[CH:27][C:26]([NH2:29])=[CH:25][CH:24]=1. (3) Given the product [CH3:1][O:2][C:3]1[CH:8]=[CH:7][C:6]([C:9]2[S:10][C:11]([NH:27][C:28]([NH:30][C:31]3[C:32]([CH3:39])=[CH:33][C:34]([CH3:38])=[CH:35][C:36]=3[CH3:37])=[O:29])=[C:12]([C:14]([NH:16][C:17]3([C:23]([OH:25])=[O:24])[CH2:22][CH2:21][CH2:20][CH2:19][CH2:18]3)=[O:15])[N:13]=2)=[CH:5][CH:4]=1, predict the reactants needed to synthesize it. The reactants are: [CH3:1][O:2][C:3]1[CH:8]=[CH:7][C:6]([C:9]2[S:10][C:11]([NH:27][C:28]([NH:30][C:31]3[C:36]([CH3:37])=[CH:35][C:34]([CH3:38])=[CH:33][C:32]=3[CH3:39])=[O:29])=[C:12]([C:14]([NH:16][C:17]3([C:23]([O:25]C)=[O:24])[CH2:22][CH2:21][CH2:20][CH2:19][CH2:18]3)=[O:15])[N:13]=2)=[CH:5][CH:4]=1.[OH-].[Li+].Cl.